This data is from Forward reaction prediction with 1.9M reactions from USPTO patents (1976-2016). The task is: Predict the product of the given reaction. (1) Given the reactants [O:1]=[S:2]1(=[O:9])[CH2:6][CH2:5][CH:4]([CH2:7][OH:8])[CH2:3]1.[C:10]1([CH3:20])[CH:15]=[CH:14][C:13]([S:16](Cl)(=[O:18])=[O:17])=[CH:12][CH:11]=1.N1C=CC=CC=1, predict the reaction product. The product is: [O:1]=[S:2]1(=[O:9])[CH2:6][CH2:5][CH:4]([CH2:7][O:8][S:16]([C:13]2[CH:14]=[CH:15][C:10]([CH3:20])=[CH:11][CH:12]=2)(=[O:18])=[O:17])[CH2:3]1. (2) Given the reactants P(Cl)(Cl)([Cl:3])=O.[C:6]([C:10]1[CH:15]=[CH:14][N+:13]([O-])=[C:12]([CH3:17])[CH:11]=1)([CH3:9])([CH3:8])[CH3:7].C(OCC)(=O)C, predict the reaction product. The product is: [Cl:3][C:14]1[CH:15]=[C:10]([C:6]([CH3:9])([CH3:8])[CH3:7])[CH:11]=[C:12]([CH3:17])[N:13]=1. (3) Given the reactants [C:1]([C:4]1[CH:9]=[CH:8][C:7]([C:10]2[CH:15]=[C:14]([CH2:16][C:17]([C:19]3[CH:24]=[CH:23][CH:22]=[C:21]([CH3:25])[N:20]=3)=[O:18])[CH:13]=[CH:12][N:11]=2)=[CH:6][CH:5]=1)([OH:3])=O.[NH2:26][CH:27]1[CH2:32][CH2:31][O:30][CH2:29][CH2:28]1, predict the reaction product. The product is: [O:30]1[CH2:31][CH2:32][CH:27]([NH:26][C:1]([C:4]2[CH:9]=[CH:8][C:7]([C:10]3[CH:15]=[C:14]([CH2:16][C:17]([C:19]4[CH:24]=[CH:23][CH:22]=[C:21]([CH3:25])[N:20]=4)=[O:18])[CH:13]=[CH:12][N:11]=3)=[CH:6][CH:5]=2)=[O:3])[CH2:28][CH2:29]1. (4) The product is: [CH3:49][N:50]1[CH:54]=[C:53]([C:55]2[CH:56]=[C:57]([NH:61][C:22]([C:17]3[C:18](=[O:21])[O:19][C:20]4[C:15]([CH:16]=3)=[CH:14][CH:13]=[CH:12][C:11]=4[OH:10])=[O:24])[CH:58]=[CH:59][CH:60]=2)[CH:52]=[N:51]1. Given the reactants CCN(C(C)C)C(C)C.[OH:10][C:11]1[CH:12]=[CH:13][CH:14]=[C:15]2[C:20]=1[O:19][C:18](=[O:21])[C:17]([C:22]([OH:24])=O)=[CH:16]2.CN(C(ON1N=NC2C=CC=NC1=2)=[N+](C)C)C.F[P-](F)(F)(F)(F)F.[CH3:49][N:50]1[CH:54]=[C:53]([C:55]2[CH:56]=[C:57]([NH2:61])[CH:58]=[CH:59][CH:60]=2)[CH:52]=[N:51]1, predict the reaction product. (5) Given the reactants [Cl:1][C:2]1[CH:7]=[CH:6][C:5]([C:8]2[CH:9]=[N:10][CH:11]=[C:12]3[C:17]=2[N:16]=[C:15]([C:18]([OH:20])=O)[CH:14]=[CH:13]3)=[CH:4][CH:3]=1.C(N(CC)C(C)C)(C)C.F[P-](F)(F)(F)(F)F.N1(OC(N(C)C)=[N+](C)C)C2N=CC=CC=2N=N1.[CH3:54][C:55]([NH2:58])([CH3:57])[CH3:56], predict the reaction product. The product is: [C:55]([NH:58][C:18]([C:15]1[CH:14]=[CH:13][C:12]2[C:17](=[C:8]([C:5]3[CH:4]=[CH:3][C:2]([Cl:1])=[CH:7][CH:6]=3)[CH:9]=[N:10][CH:11]=2)[N:16]=1)=[O:20])([CH3:57])([CH3:56])[CH3:54]. (6) Given the reactants [CH3:1][O:2][C:3]1[CH:8]=[CH:7][CH:6]=[CH:5][C:4]=1[C:9]1[N:10]=[C:11]([NH2:14])[S:12][CH:13]=1.[CH3:15][C:16]1[CH:24]=[CH:23][C:19]([C:20](Cl)=[O:21])=[CH:18][CH:17]=1, predict the reaction product. The product is: [CH3:1][O:2][C:3]1[CH:8]=[CH:7][CH:6]=[CH:5][C:4]=1[C:9]1[N:10]=[C:11]([NH:14][C:20](=[O:21])[C:19]2[CH:23]=[CH:24][C:16]([CH3:15])=[CH:17][CH:18]=2)[S:12][CH:13]=1. (7) Given the reactants [CH3:1][O:2][C:3]([C:5]1[C:6]([OH:24])=[C:7]2[C:12](=[CH:13][N:14]=1)[N:11]([CH2:15][CH:16]1[CH2:21][CH2:20][CH2:19][CH2:18][CH2:17]1)[C:10](=[O:22])[C:9](Br)=[CH:8]2)=[O:4].[C:25]1([Sn](CCCC)(CCCC)CCCC)[CH:30]=[CH:29][CH:28]=[CH:27][CH:26]=1.O.Cl, predict the reaction product. The product is: [CH3:1][O:2][C:3]([C:5]1[C:6]([OH:24])=[C:7]2[C:12](=[CH:13][N:14]=1)[N:11]([CH2:15][CH:16]1[CH2:21][CH2:20][CH2:19][CH2:18][CH2:17]1)[C:10](=[O:22])[C:9]([C:25]1[CH:30]=[CH:29][CH:28]=[CH:27][CH:26]=1)=[CH:8]2)=[O:4].